From a dataset of Reaction yield outcomes from USPTO patents with 853,638 reactions. Predict the reaction yield, written as a fraction of the theoretical maximum amount of product (1.0 means a 100% yield; for example, 0.34 means a 34% yield). (1) The reactants are [C:1]([OH:7])(=[O:6])[CH2:2][C:3]([OH:5])=O.[CH2:8]([K])[CH3:9].CCN(CC)CC.[Mg+2].[Cl-].[Cl-].[C:21]1(C(Cl)=O)[C:30]2[C:25](=[CH:26][CH:27]=[CH:28][CH:29]=2)[CH:24]=[CH:23][CH:22]=1. The catalyst is C(#N)C. The product is [CH2:8]([O:7][C:1](=[O:6])[CH2:2][C:3]([C:29]1[C:30]2[C:25](=[CH:24][CH:23]=[CH:22][CH:21]=2)[CH:26]=[CH:27][CH:28]=1)=[O:5])[CH3:9]. The yield is 0.660. (2) The reactants are [NH:1]1[CH2:5][CH2:4][NH:3][C:2]1=[O:6].Br[CH2:8][C:9]([O:11][C:12]([CH3:15])([CH3:14])[CH3:13])=[O:10]. The catalyst is CN(C=O)C. The product is [O:6]=[C:2]1[NH:3][CH2:4][CH2:5][N:1]1[CH2:8][C:9]([O:11][C:12]([CH3:15])([CH3:14])[CH3:13])=[O:10]. The yield is 0.260. (3) The reactants are [CH3:1][O:2][CH2:3][CH2:4][OH:5].[H-].[Na+].[Br:8][C:9]1[CH:16]=[CH:15][C:12]([CH2:13]Br)=[CH:11][CH:10]=1. The catalyst is O1CCCC1. The product is [Br:8][C:9]1[CH:16]=[CH:15][C:12]([CH2:13][O:5][CH2:4][CH2:3][O:2][CH3:1])=[CH:11][CH:10]=1. The yield is 0.800. (4) The yield is 0.840. The reactants are [Cl:1][C:2]1[CH:7]=[C:6]([CH:8]=[O:9])[CH:5]=[CH:4][N:3]=1.[OH-].[K+].[N+:12]([CH2:14][C:15]([N:17]1[CH2:21][CH:20]=[CH:19][CH2:18]1)=[O:16])#[C-:13]. The catalyst is CO. The product is [Cl:1][C:2]1[CH:7]=[C:6]([C@@H:8]2[O:9][CH:13]=[N:12][C@H:14]2[C:15]([N:17]2[CH2:21][CH:20]=[CH:19][CH2:18]2)=[O:16])[CH:5]=[CH:4][N:3]=1. (5) The reactants are [Cl:1][C:2]1[N:7]=[C:6](Cl)[CH:5]=[CH:4][N:3]=1.[CH2:9]([NH2:16])[C:10]1[CH:15]=[CH:14][CH:13]=[CH:12][CH:11]=1.CCN(C(C)C)C(C)C.CO. The catalyst is C1COCC1.C(Cl)Cl. The product is [CH2:9]([NH:16][C:6]1[CH:5]=[CH:4][N:3]=[C:2]([Cl:1])[N:7]=1)[C:10]1[CH:15]=[CH:14][CH:13]=[CH:12][CH:11]=1. The yield is 0.540. (6) The reactants are [Cl:1][C:2]1[CH:3]=[C:4]([CH:6]=[CH:7][C:8]=1[O:9][CH3:10])N.[OH:11]S(O)(=O)=O.N([O-])=O.[Na+]. The catalyst is O. The product is [Cl:1][C:2]1[CH:3]=[C:4]([OH:11])[CH:6]=[CH:7][C:8]=1[O:9][CH3:10]. The yield is 0.300. (7) The reactants are [N+:1]([C:4]1[CH:9]=[CH:8][C:7]([CH2:10][CH2:11][OH:12])=[CH:6][CH:5]=1)([O-:3])=[O:2].C1N2CCN(CC2)C1.[N+:21]([C:24]1[CH:29]=[CH:28][C:27]([S:30](Cl)(=[O:32])=[O:31])=[CH:26][CH:25]=1)([O-:23])=[O:22].O. The catalyst is C(Cl)Cl. The product is [N+:1]([C:4]1[CH:5]=[CH:6][C:7]([CH2:10][CH2:11][O:12][S:30]([C:27]2[CH:26]=[CH:25][C:24]([N+:21]([O-:23])=[O:22])=[CH:29][CH:28]=2)(=[O:31])=[O:32])=[CH:8][CH:9]=1)([O-:3])=[O:2]. The yield is 0.820. (8) The reactants are C(N(C(C)C)C(C)C)C.[CH3:10][O:11][C:12]([C:14]1[C:19]([CH3:20])=[CH:18][C:17]([C:21]2[CH:26]=[CH:25][CH:24]=[C:23]([C:27]([F:30])([F:29])[F:28])[CH:22]=2)=[CH:16][C:15]=1[OH:31])=[O:13].[F:32][C:33]([F:46])([F:45])[S:34](O[S:34]([C:33]([F:46])([F:45])[F:32])(=[O:36])=[O:35])(=[O:36])=[O:35]. The catalyst is C(Cl)Cl. The product is [CH3:10][O:11][C:12]([C:14]1[C:19]([CH3:20])=[CH:18][C:17]([C:21]2[CH:26]=[CH:25][CH:24]=[C:23]([C:27]([F:30])([F:28])[F:29])[CH:22]=2)=[CH:16][C:15]=1[O:31][S:34]([C:33]([F:46])([F:45])[F:32])(=[O:36])=[O:35])=[O:13]. The yield is 0.900.